This data is from Catalyst prediction with 721,799 reactions and 888 catalyst types from USPTO. The task is: Predict which catalyst facilitates the given reaction. (1) Reactant: OC(C(F)(F)F)=O.C([N:15]1[CH2:24][CH2:23][C:22]2[C:17](=[N:18][C:19]([NH:40][C@H:41]([CH3:45])[CH2:42][O:43][CH3:44])=[C:20]([N:25]3[CH2:30][CH2:29][CH:28]([O:31][C:32]4[CH:37]=[CH:36][C:35]([F:38])=[CH:34][C:33]=4[F:39])[CH2:27][CH2:26]3)[N:21]=2)[CH2:16]1)C1C=CC=CC=1. Product: [F:39][C:33]1[CH:34]=[C:35]([F:38])[CH:36]=[CH:37][C:32]=1[O:31][CH:28]1[CH2:27][CH2:26][N:25]([C:20]2[N:21]=[C:22]3[CH2:23][CH2:24][NH:15][CH2:16][C:17]3=[N:18][C:19]=2[NH:40][C@H:41]([CH3:45])[CH2:42][O:43][CH3:44])[CH2:30][CH2:29]1. The catalyst class is: 833. (2) Reactant: [NH:1]1[CH2:5][CH2:4][CH2:3][C@H:2]1[CH2:6][OH:7].C(N(CC)CC)C.[C:15](O[C:15]([O:17][C:18]([CH3:21])([CH3:20])[CH3:19])=[O:16])([O:17][C:18]([CH3:21])([CH3:20])[CH3:19])=[O:16].C([O-])(O)=O.[Na+]. Product: [C:18]([O:17][C:15]([N:1]1[CH2:5][CH2:4][CH2:3][C@H:2]1[CH2:6][OH:7])=[O:16])([CH3:21])([CH3:20])[CH3:19]. The catalyst class is: 4.